From a dataset of Reaction yield outcomes from USPTO patents with 853,638 reactions. Predict the reaction yield, written as a fraction of the theoretical maximum amount of product (1.0 means a 100% yield; for example, 0.34 means a 34% yield). (1) The reactants are Cl[C:2]1[CH:7]=[C:6]([O:8][CH3:9])[CH:5]=[C:4]([O:10][CH3:11])[CH:3]=1.O. The catalyst is C(OCC)(=O)C. The product is [CH3:9][O:8][C:6]1[CH:7]=[CH:2][CH:3]=[C:4]([O:10][CH3:11])[CH:5]=1. The yield is 0.530. (2) The reactants are Cl.[Br:2][C:3]1[CH:8]=[CH:7][C:6]([CH2:9][NH2:10])=[CH:5][CH:4]=1.C[O-].[Na+].[CH2:14]([O:16][CH:17]([O:22][CH2:23][CH3:24])[C:18](=[NH:21])OC)[CH3:15]. The catalyst is CO. The product is [Br:2][C:3]1[CH:8]=[CH:7][C:6]([CH2:9][NH:10][C:18](=[NH:21])[CH:17]([O:22][CH2:23][CH3:24])[O:16][CH2:14][CH3:15])=[CH:5][CH:4]=1. The yield is 0.620. (3) The reactants are [O:1]([C:8]1[CH:13]=[CH:12][C:11]([C:14]([F:17])([F:16])[F:15])=[CH:10][C:9]=1[O:18]C)[C:2]1[CH:7]=[CH:6][CH:5]=[CH:4][CH:3]=1.B(Br)(Br)Br. The catalyst is C(Cl)Cl. The product is [O:1]([C:8]1[CH:13]=[CH:12][C:11]([C:14]([F:15])([F:16])[F:17])=[CH:10][C:9]=1[OH:18])[C:2]1[CH:3]=[CH:4][CH:5]=[CH:6][CH:7]=1. The yield is 0.180. (4) The reactants are C(OC([NH:8][CH2:9][C:10]1[CH:16]=[CH:15][C:13]([NH2:14])=[CH:12][CH:11]=1)=O)(C)(C)C.[C:17]1([C:38]2[CH:43]=[CH:42][CH:41]=[CH:40][CH:39]=2)[CH:22]=[CH:21][CH:20]=[CH:19][C:18]=1[NH:23][C:24]([O:26][CH:27]1[CH2:32][CH2:31][N:30]([CH2:33][CH2:34][C:35](O)=[O:36])[CH2:29][CH2:28]1)=[O:25].CN(C(ON1N=NC2C=CC=NC1=2)=[N+](C)C)C.F[P-](F)(F)(F)(F)F.CCN(C(C)C)C(C)C. The catalyst is CN(C=O)C.C(O)(C(F)(F)F)=O.C(Cl)Cl. The product is [NH2:8][CH2:9][C:10]1[CH:11]=[CH:12][C:13]([NH:14][C:35]([CH2:34][CH2:33][N:30]2[CH2:29][CH2:28][CH:27]([O:26][C:24](=[O:25])[NH:23][C:18]3[CH:19]=[CH:20][CH:21]=[CH:22][C:17]=3[C:38]3[CH:39]=[CH:40][CH:41]=[CH:42][CH:43]=3)[CH2:32][CH2:31]2)=[O:36])=[CH:15][CH:16]=1. The yield is 0.940. (5) The yield is 0.860. The product is [CH3:13][CH:12]([CH3:14])[CH2:11][CH:7]([C:8](=[O:10])[NH:29][CH2:28][C:26]1[S:27][C:23]([C:18]2[CH:19]=[CH:20][CH:21]=[CH:22][N:17]=2)=[CH:24][CH:25]=1)[CH2:6][C:4]([O:3][CH2:1][CH3:2])=[O:5]. No catalyst specified. The reactants are [CH2:1]([O:3][C:4]([CH2:6][CH:7]([CH2:11][CH:12]([CH3:14])[CH3:13])[C:8]([OH:10])=O)=[O:5])[CH3:2].Cl.Cl.[N:17]1[CH:22]=[CH:21][CH:20]=[CH:19][C:18]=1[C:23]1[S:27][C:26]([CH2:28][NH2:29])=[CH:25][CH:24]=1.C1C=CC2N(O)N=NC=2C=1.C(Cl)CCl.CN1CCOCC1.